Predict the product of the given reaction. From a dataset of Forward reaction prediction with 1.9M reactions from USPTO patents (1976-2016). (1) Given the reactants [CH2:1]([O:3][C:4]1[CH:9]=[CH:8][C:7]([CH:10]2[CH2:19][CH2:18][C:13]3([O:17][CH2:16][CH2:15][O:14]3)[CH2:12][CH:11]2O)=[C:6]([F:21])[C:5]=1[F:22])[CH3:2].O.C(O)CO.O.C1(C)C=CC(S(O)(=O)=O)=CC=1, predict the reaction product. The product is: [CH2:1]([O:3][C:4]1[CH:9]=[CH:8][C:7]([C:10]2[CH2:19][CH2:18][C:13]3([O:14][CH2:15][CH2:16][O:17]3)[CH2:12][CH:11]=2)=[C:6]([F:21])[C:5]=1[F:22])[CH3:2]. (2) The product is: [Cl:47][C:46]1[C:37]([C:35]([NH2:4])=[O:34])=[N:38][N:39]2[C:45]=1[CH2:44][CH2:43][O:42][C:41]1[CH:48]=[CH:49][C:50]([C:52]#[C:53][C@:54]3([OH:61])[CH2:58][CH2:57][N:56]([CH3:59])[C:55]3=[O:60])=[CH:51][C:40]2=1. Given the reactants ClC1C(C(OCC)=O)=[N:4]N2C=1CCOC1C=CC(I)=CC2=1.C([C@]1(O)CCN(C)C1=O)#C.C([O:34][C:35]([C:37]1[C:46]([Cl:47])=[C:45]2[N:39]([C:40]3[CH:51]=[C:50]([C:52]#[C:53][C@:54]4([OH:61])[CH2:58][CH2:57][N:56]([CH3:59])[C:55]4=[O:60])[CH:49]=[CH:48][C:41]=3[O:42][CH2:43][CH2:44]2)[N:38]=1)=O)C, predict the reaction product.